Dataset: Catalyst prediction with 721,799 reactions and 888 catalyst types from USPTO. Task: Predict which catalyst facilitates the given reaction. Reactant: [Cl:1][C:2]1[CH:3]=[C:4]([C@@H:9]2[CH2:18][CH2:17][C:16](=[O:19])[C:15]3[CH:14]=[C:13]([C:20]#[N:21])[CH:12]=[CH:11][C:10]2=3)[CH:5]=[CH:6][C:7]=1[Cl:8].[OH2:22].[OH-].[Na+]. Product: [Cl:1][C:2]1[CH:3]=[C:4]([C@@H:9]2[CH2:18][CH2:17][C:16](=[O:19])[C:15]3[CH:14]=[C:13]([C:20]([NH2:21])=[O:22])[CH:12]=[CH:11][C:10]2=3)[CH:5]=[CH:6][C:7]=1[Cl:8]. The catalyst class is: 82.